This data is from Full USPTO retrosynthesis dataset with 1.9M reactions from patents (1976-2016). The task is: Predict the reactants needed to synthesize the given product. (1) The reactants are: [C:1]([O:5][C:6]([N:8]1[CH2:13][CH2:12][CH:11]([O:14][C:15]2[CH:20]=[CH:19][C:18]([Br:21])=[C:17]([F:22])[C:16]=2C=O)[CH2:10][CH2:9]1)=[O:7])([CH3:4])([CH3:3])[CH3:2].C(O[C:30]([N:32]1CCC(COC2C=CC(I)=CC=2C=O)[CH2:34][CH2:33]1)=O)(C)(C)C.[CH3:49][Si:50](N[Si](C)(C)C)([CH3:52])[CH3:51].C([Li])CCC.C[Si](Cl)(C)C.C(N(CC)CC)C.C(Cl)(=[O:77])C. Given the product [Br:21][C:18]1[C:17]([F:22])=[C:16]([CH:30]=[N:32][C:33]([O:77][Si:50]([CH3:52])([CH3:51])[CH3:49])=[CH2:34])[C:15]([O:14][CH:11]2[CH2:12][CH2:13][N:8]([C:6]([O:5][C:1]([CH3:4])([CH3:2])[CH3:3])=[O:7])[CH2:9][CH2:10]2)=[CH:20][CH:19]=1, predict the reactants needed to synthesize it. (2) Given the product [C:12]([OH:17])(=[O:16])[C:13]([CH3:15])=[O:14].[CH2:1]([O:3][C:4]([CH2:6][N:7]([C:9](=[NH:10])[NH2:11])[CH3:8])=[O:5])[CH3:2], predict the reactants needed to synthesize it. The reactants are: [CH2:1]([O:3][C:4]([CH2:6][N:7]([C:9](=[NH:11])[NH2:10])[CH3:8])=[O:5])[CH3:2].[C:12]([OH:17])(=[O:16])[C:13]([CH3:15])=[O:14]. (3) The reactants are: [O:1]1[CH2:6][CH2:5][N:4]([C:7]23[C:34]4[CH:33]=[CH:32][C:31]([CH:35]=[O:36])=[CH:30][C:29]=4[O:28][CH2:27][CH:8]2[C:9]([C:12]2[O:16][N:15]=[C:14]([C:17]4[CH:22]=[CH:21][CH:20]=[CH:19][CH:18]=4)[C:13]=2[C:23]([F:26])([F:25])[F:24])=[N:10][O:11]3)[CH2:3][CH2:2]1.[BH4-].[Na+]. Given the product [O:1]1[CH2:2][CH2:3][N:4]([C:7]23[C:34]4[CH:33]=[CH:32][C:31]([CH2:35][OH:36])=[CH:30][C:29]=4[O:28][CH2:27][CH:8]2[C:9]([C:12]2[O:16][N:15]=[C:14]([C:17]4[CH:18]=[CH:19][CH:20]=[CH:21][CH:22]=4)[C:13]=2[C:23]([F:25])([F:26])[F:24])=[N:10][O:11]3)[CH2:5][CH2:6]1, predict the reactants needed to synthesize it. (4) Given the product [Cl:33][C:34]1[C:35]([N:64]([CH2:68][CH2:69][CH3:70])[CH2:65][CH2:66][CH3:67])=[N:36][N:37]([C:43]2[CH:58]=[CH:57][C:46]([C:47]([OH:49])=[O:48])=[CH:45][C:44]=2[C:59]([O:61][CH2:62][CH3:63])=[O:60])[C:38]=1[C:39]([F:41])([F:40])[F:42], predict the reactants needed to synthesize it. The reactants are: ClC1C(C(=O)N(CCCC)CCCC)=NN(C2C=CC(C(O)=O)=CC=2C(OCC)=O)C=1C.[Cl:33][C:34]1[C:35]([N:64]([CH2:68][CH2:69][CH3:70])[CH2:65][CH2:66][CH3:67])=[N:36][N:37]([C:43]2[CH:58]=[CH:57][C:46]([C:47]([O:49]CC3C=CC=CC=3)=[O:48])=[CH:45][C:44]=2[C:59]([O:61][CH2:62][CH3:63])=[O:60])[C:38]=1[C:39]([F:42])([F:41])[F:40]. (5) Given the product [CH3:45][C:46]1[C:41]([NH:34][C:32](=[O:33])[NH:1][C:2]2[CH:7]=[CH:6][C:5]([N:8]3[CH2:13][CH2:12][CH:11]([N:14]([C:22]4[CH:23]=[CH:24][CH:25]=[CH:26][CH:27]=4)[C:15](=[O:21])[CH:16]([CH2:19][CH3:20])[CH2:17][CH3:18])[CH2:10][CH2:9]3)=[C:4]([F:28])[CH:3]=2)=[C:42]([CH3:43])[O:63][N:62]=1, predict the reactants needed to synthesize it. The reactants are: [NH2:1][C:2]1[CH:7]=[CH:6][C:5]([N:8]2[CH2:13][CH2:12][CH:11]([N:14]([C:22]3[CH:27]=[CH:26][CH:25]=[CH:24][CH:23]=3)[C:15](=[O:21])[CH:16]([CH2:19][CH3:20])[CH2:17][CH3:18])[CH2:10][CH2:9]2)=[C:4]([F:28])[CH:3]=1.C(C(CC)[C:32]([N:34]([C:41]1[CH:46]=[CH:45]C=[CH:43][CH:42]=1)C1CCNCC1)=[O:33])C.C([O-])([O-])=O.[K+].[K+].FC1C=CC([N+:62]([O-])=[O:63])=CC=1F. (6) Given the product [CH2:2]([O:4][C:5]([C:7]1[C:8]2[S:16][CH:15]=[C:14]([CH2:17][O:18][C:19]3[CH:24]=[CH:23][CH:22]=[C:21]([O:25][CH2:26][C:27]4[CH:32]=[CH:31][C:30]([O:33][CH3:34])=[CH:29][CH:28]=4)[CH:20]=3)[C:9]=2[C:10]([NH2:1])=[N:11][CH:12]=1)=[O:6])[CH3:3], predict the reactants needed to synthesize it. The reactants are: [NH3:1].[CH2:2]([O:4][C:5]([C:7]1[C:8]2[S:16][CH:15]=[C:14]([CH2:17][O:18][C:19]3[CH:24]=[CH:23][CH:22]=[C:21]([O:25][CH2:26][C:27]4[CH:32]=[CH:31][C:30]([O:33][CH3:34])=[CH:29][CH:28]=4)[CH:20]=3)[C:9]=2[C:10](Cl)=[N:11][CH:12]=1)=[O:6])[CH3:3].